From a dataset of Full USPTO retrosynthesis dataset with 1.9M reactions from patents (1976-2016). Predict the reactants needed to synthesize the given product. (1) Given the product [CH3:21][C:16]1([CH3:22])[C:17]([CH3:20])([CH3:19])[O:18][B:14]([C:2]2[CH:7]=[CH:6][C:5]([C:8]3([C:11]([NH2:13])=[O:12])[CH2:10][CH2:9]3)=[CH:4][CH:3]=2)[O:15]1, predict the reactants needed to synthesize it. The reactants are: Br[C:2]1[CH:7]=[CH:6][C:5]([C:8]2([C:11]([NH2:13])=[O:12])[CH2:10][CH2:9]2)=[CH:4][CH:3]=1.[B:14]1([B:14]2[O:18][C:17]([CH3:20])([CH3:19])[C:16]([CH3:22])([CH3:21])[O:15]2)[O:18][C:17]([CH3:20])([CH3:19])[C:16]([CH3:22])([CH3:21])[O:15]1.C([O-])(=O)C.[K+].ClCCl. (2) Given the product [F:20][C:16]1[CH:15]=[C:14]([CH:19]=[CH:18][CH:17]=1)[CH2:13][N:10]1[C:11](=[O:12])[C:6]([C:4]([NH:25][CH2:26][C:27]([OH:29])=[O:28])=[O:5])=[C:7]([OH:24])[C:8]2=[CH:23][CH:22]=[CH:21][N:9]12, predict the reactants needed to synthesize it. The reactants are: C(O[C:4]([C:6]1[C:11](=[O:12])[N:10]([CH2:13][C:14]2[CH:19]=[CH:18][CH:17]=[C:16]([F:20])[CH:15]=2)[N:9]2[CH:21]=[CH:22][CH:23]=[C:8]2[C:7]=1[OH:24])=[O:5])C.[NH2:25][CH2:26][C:27]([O-:29])=[O:28].[Na+]. (3) Given the product [Br:1][C:2]1[CH:3]=[CH:4][C:5]([C:6]([C@@H:8]2[CH2:10][C@H:9]2[C:11]([OH:13])=[O:12])=[O:7])=[CH:15][CH:16]=1, predict the reactants needed to synthesize it. The reactants are: [Br:1][C:2]1[CH:16]=[CH:15][C:5]([C:6]([C@H:8]2[CH2:10][C@H:9]2[C:11]([O:13]C)=[O:12])=[O:7])=[CH:4][CH:3]=1.[OH-].[Na+]. (4) Given the product [CH3:1][C:2]1[CH:3]=[C:4]([C:9]2[CH:10]=[C:11]([C:21]([OH:23])=[O:22])[C:12]([C:15]3[CH:16]=[N:17][CH:18]=[CH:19][CH:20]=3)=[N:13][CH:14]=2)[CH:5]=[C:6]([CH3:8])[CH:7]=1.[ClH:28], predict the reactants needed to synthesize it. The reactants are: [CH3:1][C:2]1[CH:3]=[C:4]([C:9]2[CH:10]=[C:11]([C:21]([O:23]C)=[O:22])[C:12]([C:15]3[CH:16]=[N:17][CH:18]=[CH:19][CH:20]=3)=[N:13][CH:14]=2)[CH:5]=[C:6]([CH3:8])[CH:7]=1.[OH-].[K+].O.[ClH:28]. (5) Given the product [OH:13][C@H:11]1[CH2:12][N:8]([C:6]([O:5][C:1]([CH3:2])([CH3:3])[CH3:4])=[O:7])[C@@H:9]([C:14](=[O:16])[N:55]([CH3:56])[CH2:54][C:45]2[CH:46]=[C:47]([S:50](=[O:51])(=[O:52])[NH2:53])[CH:48]=[CH:49][C:44]=2[O:43][C:42]2[CH:57]=[CH:58][C:59]([S:60][CH3:61])=[C:40]([CH3:39])[CH:41]=2)[CH2:10]1, predict the reactants needed to synthesize it. The reactants are: [C:1]([O:5][C:6]([N:8]1[CH2:12][C@H:11]([OH:13])[CH2:10][C@@H:9]1[C:14]([OH:16])=O)=[O:7])([CH3:4])([CH3:3])[CH3:2].CN(C(ON1N=NC2C=CC=CC1=2)=[N+](C)C)C.[B-](F)(F)(F)F.[CH3:39][C:40]1[CH:41]=[C:42]([CH:57]=[CH:58][C:59]=1[S:60][CH3:61])[O:43][C:44]1[CH:49]=[CH:48][C:47]([S:50]([NH2:53])(=[O:52])=[O:51])=[CH:46][C:45]=1[CH2:54][NH:55][CH3:56].C(N(C(C)C)C(C)C)C. (6) The reactants are: [NH2:1][N:2]1[C:6]([CH3:7])=[CH:5][CH:4]=[C:3]1[C:8]([NH:10][C:11]1[CH:16]=[CH:15][CH:14]=[CH:13][CH:12]=1)=[O:9].[C:17]([O:21][C:22]([NH:24][C@@H:25]([CH3:29])[C:26](O)=[O:27])=[O:23])([CH3:20])([CH3:19])[CH3:18]. Given the product [CH3:7][C:6]1[N:2]([NH:1][C:26](=[O:27])[C@@H:25]([NH:24][C:22](=[O:23])[O:21][C:17]([CH3:19])([CH3:18])[CH3:20])[CH3:29])[C:3]([C:8](=[O:9])[NH:10][C:11]2[CH:12]=[CH:13][CH:14]=[CH:15][CH:16]=2)=[CH:4][CH:5]=1, predict the reactants needed to synthesize it. (7) The reactants are: [CH3:1]C([O-])(C)C.[K+].CC(C)=O.C(=O)=O.[CH:14]1([C:17]2[CH:22]=[CH:21][C:20]([CH:23]3[CH2:28][CH:27]([S:29]([C:32]4[CH:37]=[CH:36][CH:35]=[C:34]([C:38]([F:41])([F:40])[F:39])[CH:33]=4)(=[O:31])=[O:30])[CH2:26][CH2:25][O:24]3)=[CH:19][N:18]=2)[CH2:16][CH2:15]1. Given the product [CH:14]1([C:17]2[CH:22]=[CH:21][C:20]([CH:23]3[CH2:28][C:27]([CH3:1])([S:29]([C:32]4[CH:37]=[CH:36][CH:35]=[C:34]([C:38]([F:41])([F:39])[F:40])[CH:33]=4)(=[O:31])=[O:30])[CH2:26][CH2:25][O:24]3)=[CH:19][N:18]=2)[CH2:15][CH2:16]1, predict the reactants needed to synthesize it.